Dataset: CYP3A4 inhibition data for predicting drug metabolism from PubChem BioAssay. Task: Regression/Classification. Given a drug SMILES string, predict its absorption, distribution, metabolism, or excretion properties. Task type varies by dataset: regression for continuous measurements (e.g., permeability, clearance, half-life) or binary classification for categorical outcomes (e.g., BBB penetration, CYP inhibition). Dataset: cyp3a4_veith. The molecule is c1cc(-c2sc(-c3ccncc3)c(-c3ccncc3)c2-c2ccncc2)ccn1. The result is 1 (inhibitor).